From a dataset of Forward reaction prediction with 1.9M reactions from USPTO patents (1976-2016). Predict the product of the given reaction. Given the reactants C([O:4][CH2:5][C:6]1[N:7]([C:16]([CH3:23])([CH3:22])[CH2:17][O:18]C(=O)C)[C:8]2[CH:13]=[C:12]([Br:14])[N:11]=[CH:10][C:9]=2[N:15]=1)(=O)C.O.[OH-].[Li+], predict the reaction product. The product is: [Br:14][C:12]1[N:11]=[CH:10][C:9]2[N:15]=[C:6]([CH2:5][OH:4])[N:7]([C:16]([CH3:23])([CH3:22])[CH2:17][OH:18])[C:8]=2[CH:13]=1.